Dataset: Full USPTO retrosynthesis dataset with 1.9M reactions from patents (1976-2016). Task: Predict the reactants needed to synthesize the given product. (1) Given the product [Br:8][C:9]1[CH:10]=[C:11]([C:12](=[O:14])[S:28][CH2:26][CH3:27])[CH:15]=[CH:16][N:17]=1, predict the reactants needed to synthesize it. The reactants are: C(N(CC)CC)C.[Br:8][C:9]1[CH:10]=[C:11]([CH:15]=[CH:16][N:17]=1)[C:12]([OH:14])=O.ClC(OCC(C)C)=O.[CH2:26]([SH:28])[CH3:27]. (2) Given the product [Cl:1][C:2]1[CH:3]=[CH:4][C:5]([N:8]2[CH:12]=[CH:11][C:10]([C:13]([F:14])([F:15])[F:16])=[C:9]2[CH2:17][OH:18])=[CH:6][CH:7]=1, predict the reactants needed to synthesize it. The reactants are: [Cl:1][C:2]1[CH:7]=[CH:6][C:5]([N:8]2[CH:12]=[CH:11][C:10]([C:13]([F:16])([F:15])[F:14])=[C:9]2[C:17](OC)=[O:18])=[CH:4][CH:3]=1.[H-].[H-].[H-].[H-].[Li+].[Al+3].C(C(C(C([O-])=O)O)O)([O-])=O.[K+].[Na+].C(OCC)C. (3) Given the product [F:26][C:3]([F:2])([C:22]([F:23])([F:24])[F:25])[CH2:4][CH2:5][CH2:6][CH2:7][CH2:8][CH2:9][C@@H:10]1[CH2:14][CH2:13][CH2:12][NH:11]1, predict the reactants needed to synthesize it. The reactants are: Cl.[F:2][C:3]([F:26])([C:22]([F:25])([F:24])[F:23])[CH2:4][CH2:5][CH2:6][CH2:7][CH2:8][CH2:9][C@@H:10]1[CH2:14][CH2:13][CH2:12][N:11]1C(OC(C)(C)C)=O.